From a dataset of Experimentally validated miRNA-target interactions with 360,000+ pairs, plus equal number of negative samples. Binary Classification. Given a miRNA mature sequence and a target amino acid sequence, predict their likelihood of interaction. (1) The miRNA is bta-miR-15a with sequence UAGCAGCACAUAAUGGUUUGU. The protein sequence of the target gene is MEGKWLLCLLLVLGTAAVEAHDGHDDDAIDIEDDLDDVIEEVEDSKSKSDASTPPSPKVTYKAPVPTGEVYFADSFDRGSLSGWILSKAKKDDTDDEIAKYDGKWEVDEMKETKLPGDKGLVLMSRAKHHAISAKLNKPFLFDTKPLIVQYEVNFQNGIECGGAYVKLLSKTAELSLDQFHDKTPYTIMFGPDKCGEDYKLHFIFRHKNPKTGVYEEKHAKRPDADLKTYFTDKKTHLYTLILNPDNSFEILVDQSVVNSGNLLNDMTPPVNPSREIEDPEDRKPEDWDERPKIADPDAV.... Result: 0 (no interaction). (2) Result: 0 (no interaction). The miRNA is mmu-miR-714 with sequence CGACGAGGGCCGGUCGGUCGC. The protein sequence of the target gene is MSANNSPPSAQKSVFPATVSAVLPAPSPCSSPKTGLSARLSNGSFSAPSLTNSRGSVHTVSFLLQIGLTRESVTIEAQELSLSAVKDLVCSIVYQKFPECGFFGMYDKILLFRHDMNSENILQLITSADEIHEGDLVEVVLSALATVEDFQIRPHALYVHSYKAPTFCDYCGEMLWGLVRQGLKCEGCGLNYHKRCAFKIPNNCSGVRKRRLSNVSLPGPGLSVPRPLQPECVPLLSEESHTHQEPSKRIPSWSGRPIWMEKMVMCRVKVPHTFAVHSYGRPTICQYCKRLLKGLFRQGM.... (3) The miRNA is hsa-miR-4632-5p with sequence GAGGGCAGCGUGGGUGUGGCGGA. The protein sequence of the target gene is MWLKPEEVLLKNALKLWLMERSNDYFVLQRRRGYGEEGGGGLTGLLVGTLDSVLDSTAKVAPFRILHQTPDSQVYLSIACGANREEITKHWDWLEQNIMKTLSVFDSNEDITNFVQGKIRGLIAEEGKHCFAKEDDPEKFREALLKFEKCFGLPEKEKLVTYYSCSYWKGRVPCQGWLYLSTNFLSFYSFLLGSEIKLIISWDEVSKLEKTSNVILTESIHVCSQGENHYFSMFLHINQTYLLMEQLANYAIRRLFDKETFDNDPVLYNPLQITKRGLENRAHSEQFNAFFRLPKGESLK.... Result: 0 (no interaction). (4) The miRNA is hsa-miR-548bb-3p with sequence CAAAAACCAUAGUUACUUUUGC. The protein sequence of the target gene is MSELKDCPLQFHDFKSVDHLKVCPRYTAVLARSEDDGIGIEELDTLQLELETLLSSASRRLRVLEAETQILTDWQDKKGDRRFLKLGRDHELGAPPKHGKPKKQKLEGKAGHGPGPGPGRPKSKNLQPKIQEYEFTDDPIDVPRIPKNDAPNRFWASVEPYCADITSEEVRTLEELLKPPEDEAEHYKIPPLGKHYSQRWAQEDLLEEQKDGARAAAVADKKKGLMGPLTELDTKDVDALLKKSEAQHEQPEDGCPFGALTQRLLQALVEENIISPMEDSPIPDMSGKESGADGASTSPR.... Result: 1 (interaction). (5) The miRNA is hsa-miR-6741-3p with sequence UCGGCUCUCUCCCUCACCCUAG. Result: 1 (interaction). The protein sequence of the target gene is MFTMTRAMEEALFQHFMHQKLGIAYAIHKPFPFFEGLLDNSIITKRMYMESLEACRNLIPVSRVVHNILTQLERTFNLSLLVTLFSQINLREYPNLVTIYRSFKRVGASYEWQSRDTPILLEAPTGLAEGSSLHTPLALPPPQPPQPSCSPCAPRVSEPGTSSQQSDEILSESPSPSDPVLPLPALIQEGRSTSVTNDKLTSKMNAEEDSEEMPSLLTSTVQVASDNLIPQIRDKEDPQEMPHSPLGSMPEIRDNSPEPNDPEEPQEVSSTPSDKKGKKRKRCIWSTPKRRHKKKSLPGG.... (6) The miRNA is hsa-miR-26b-5p with sequence UUCAAGUAAUUCAGGAUAGGU. The protein sequence of the target gene is MASNMDREMILADFQACTGIENIDEAITLLEQNNWDLVAAINGVIPQENGILQSEYGGETIPGPAFNPASHPASAPTSSSSSAFRPVMPSRQIVERQPRMLDFRVEYRDRNVDVVLEDTCTVGEIKQILENELQIPVSKMLLKGWKTGDVEDSTVLKSLHLPKNNSLYVLTPDLPPPSSSSHAGALQESLNQNFMLIITHREVQREYNLNFSGSSTIQEVKRNVYDLTSIPVRHQLWEGWPTSATDDSMCLAESGLSYPCHRLTVGRRSSPAQTREQSEEQITDVHMVSDSDGDDFEDAT.... Result: 1 (interaction). (7) The miRNA is hsa-miR-6771-5p with sequence CUCGGGAGGGCAUGGGCCAGGC. The protein sequence of the target gene is MGLGPVFLLLAGIFPFAPPGAAAEPHSLRYNLTVLSWDGSVQSGFLTEVHLDGQPFLRCDRQKCRAKPQGQWAEDVLGNKTWDRETRDLTGNGKDLRMTLAHIKDQKEGLHSLQEIRVCEIHEDNSTRSSQHFYYDGELFLSQNLETKEWTMPQSSRAQTLAMNVRNFLKEDAMKTKTHYHAMHADCLQELRRYLKSGVVLRRTVPPMVNVTRSEASEGNITVTCRASGFYPWNITLSWRQDGVSLSHDTQQWGDVLPDGNGTYQTWVATRICQGEEQRFTCYMEHSGNHSTHPVPSGKV.... Result: 1 (interaction).